This data is from Catalyst prediction with 721,799 reactions and 888 catalyst types from USPTO. The task is: Predict which catalyst facilitates the given reaction. Reactant: [Cl:1][C:2]1[N:3]=[CH:4][CH:5]=[C:6]2[CH:10]=[CH:9][N:8]([C@@H:11]([C:17]3[CH:22]=[CH:21][CH:20]=[CH:19][CH:18]=3)[C@H:12]([OH:16])[CH2:13][NH:14][CH3:15])[C:7]=12.[H][H]. Product: [ClH:1].[ClH:1].[CH3:15][NH:14][CH2:13][C@@H:12]([OH:16])[C@H:11]([C:17]1[CH:22]=[CH:21][CH:20]=[CH:19][CH:18]=1)[N:8]1[C:7]2=[CH:2][N:3]=[CH:4][CH:5]=[C:6]2[CH:10]=[CH:9]1. The catalyst class is: 29.